From a dataset of CYP1A2 inhibition data for predicting drug metabolism from PubChem BioAssay. Regression/Classification. Given a drug SMILES string, predict its absorption, distribution, metabolism, or excretion properties. Task type varies by dataset: regression for continuous measurements (e.g., permeability, clearance, half-life) or binary classification for categorical outcomes (e.g., BBB penetration, CYP inhibition). Dataset: cyp1a2_veith. (1) The drug is CCCC1(C(=O)OC)C=C2C(=C(c3ccccc3)C(=O)C2C)CN1. The result is 1 (inhibitor). (2) The molecule is CC(C(=O)c1c[nH]c2ccccc12)N1CCSCC1. The result is 1 (inhibitor). (3) The molecule is N#C[C@H](C(=O)O)C(c1c(Cl)cccc1Cl)[C@H](C#N)C(=O)O. The result is 0 (non-inhibitor). (4) The molecule is COc1ccc(NC(=O)CN(C)S(=O)(=O)c2ccc(Cl)cc2)c([N+](=O)[O-])c1. The result is 0 (non-inhibitor). (5) The molecule is CCOC(=O)c1ccc(N)cc1. The result is 1 (inhibitor). (6) The drug is O=C(O)Cc1sc(-c2ccc(Cl)cc2)nc1-c1ccccc1. The result is 1 (inhibitor). (7) The drug is CN1C(=O)OC(C)(C)C1=O. The result is 0 (non-inhibitor).